This data is from Hepatocyte clearance measurements from AstraZeneca. The task is: Regression/Classification. Given a drug SMILES string, predict its absorption, distribution, metabolism, or excretion properties. Task type varies by dataset: regression for continuous measurements (e.g., permeability, clearance, half-life) or binary classification for categorical outcomes (e.g., BBB penetration, CYP inhibition). For this dataset (clearance_hepatocyte_az), we predict log10(clearance) (log10 of the in vitro intrinsic clearance, CLint, in uL/min per 10^6 hepatocytes; values are censored to the assay range of 3 to 150, which is 0.477 to 2.18 on this log10 scale). (1) The molecule is CCC(NC(=O)Nc1cc(Cl)ccc1Cl)(C(F)(F)F)C(F)(F)F. The log10(clearance) is 1.36. (2) The molecule is N#Cc1ccc(C[C@@H](C(=O)O)N2CCC(CN3CCC(Oc4ccc(Cl)c(Cl)c4)CC3)CC2)cc1. The log10(clearance) is 0.480.